Dataset: Catalyst prediction with 721,799 reactions and 888 catalyst types from USPTO. Task: Predict which catalyst facilitates the given reaction. (1) Reactant: [Cl:1][C:2]1[CH:7]=[CH:6][C:5]([NH:8][C:9]([C:11]2[CH:28]=[CH:27][C:14]([CH2:15][NH:16][C:17](=[O:26])ON3C(=O)CCC3=O)=[C:13]([F:29])[C:12]=2[F:30])=[O:10])=[C:4]([N:31]2[CH2:36][CH2:35][N:34]([CH2:37][CH2:38][C:39]([F:42])([F:41])[F:40])[CH2:33][CH2:32]2)[CH:3]=1.[NH:43]1[CH2:48][CH2:47][NH:46][CH2:45][CH2:44]1.CCN(C(C)C)C(C)C. Product: [Cl:1][C:2]1[CH:7]=[CH:6][C:5]([NH:8][C:9]([C:11]2[CH:28]=[CH:27][C:14]([CH2:15][NH:16][C:17]([N:43]3[CH2:48][CH2:47][NH:46][CH2:45][CH2:44]3)=[O:26])=[C:13]([F:29])[C:12]=2[F:30])=[O:10])=[C:4]([N:31]2[CH2:36][CH2:35][N:34]([CH2:37][CH2:38][C:39]([F:40])([F:42])[F:41])[CH2:33][CH2:32]2)[CH:3]=1. The catalyst class is: 3. (2) Reactant: [OH2:1].[CH3:2][S:3][NH:4][C:5]1[CH:10]=[CH:9][CH:8]=[CH:7][CH:6]=1.[OH:11]O.Cl. Product: [CH3:2][S:3]([NH:4][C:5]1[CH:10]=[CH:9][CH:8]=[CH:7][CH:6]=1)(=[O:11])=[O:1]. The catalyst class is: 699. (3) Reactant: C(=O)([O-])[O-].[Na+].[Na+].C(OC(=O)[N:13]([CH2:30][CH2:31][O:32][C:33]1[CH:38]=[CH:37][C:36]([F:39])=[CH:35][C:34]=1Br)[CH2:14][CH2:15][NH:16][S:17]([C:20]1[C:21]2[CH:22]=[CH:23][N:24]=[CH:25][C:26]=2[CH:27]=[CH:28][CH:29]=1)(=[O:19])=[O:18])(C)(C)C.[F:42][C:43]1[CH:48]=[CH:47][CH:46]=[CH:45][C:44]=1B(O)O.CO.[Cl-:54].[Na+].O. Product: [ClH:54].[ClH:54].[F:39][C:36]1[CH:37]=[CH:38][C:33]([O:32][CH2:31][CH2:30][NH:13][CH2:14][CH2:15][NH:16][S:17]([C:20]2[C:21]3[CH:22]=[CH:23][N:24]=[CH:25][C:26]=3[CH:27]=[CH:28][CH:29]=2)(=[O:18])=[O:19])=[C:34]([C:44]2[CH:45]=[CH:46][CH:47]=[CH:48][C:43]=2[F:42])[CH:35]=1. The catalyst class is: 39. (4) Reactant: [CH3:1][N:2]1[CH2:7][CH2:6][N:5]([CH2:8][C:9]2[CH:14]=[CH:13][C:12]([NH:15][C:16]([C:18]3[C:22]4[CH:23]=[CH:24][C:25]([O:27]C)=[CH:26][C:21]=4[S:20][N:19]=3)=[O:17])=[CH:11][C:10]=2[C:29]([F:32])([F:31])[F:30])[CH2:4][CH2:3]1.B(Br)(Br)Br.O.C([O-])([O-])=O.[Na+].[Na+]. Product: [CH3:1][N:2]1[CH2:7][CH2:6][N:5]([CH2:8][C:9]2[CH:14]=[CH:13][C:12]([NH:15][C:16]([C:18]3[C:22]4[CH:23]=[CH:24][C:25]([OH:27])=[CH:26][C:21]=4[S:20][N:19]=3)=[O:17])=[CH:11][C:10]=2[C:29]([F:32])([F:30])[F:31])[CH2:4][CH2:3]1. The catalyst class is: 91. (5) Reactant: [Cl:1][C:2]1[C:7]([F:8])=[CH:6][CH:5]=[C:4]([Cl:9])[C:3]=1[CH:10]([C:12]1[C:20]2[C:15](=[N:16][CH:17]=[C:18]([C:21]3[CH2:22][CH2:23][NH:24][CH2:25][CH:26]=3)[CH:19]=2)[NH:14][CH:13]=1)[CH3:11].C[Si]([N:31]=[C:32]=[O:33])(C)C.CCN(C(C)C)C(C)C. Product: [Cl:1][C:2]1[C:7]([F:8])=[CH:6][CH:5]=[C:4]([Cl:9])[C:3]=1[CH:10]([C:12]1[C:20]2[C:15](=[N:16][CH:17]=[C:18]([C:21]3[CH2:22][CH2:23][N:24]([C:32]([NH2:31])=[O:33])[CH2:25][CH:26]=3)[CH:19]=2)[NH:14][CH:13]=1)[CH3:11]. The catalyst class is: 3. (6) Reactant: Br[C:2]1[CH:3]=[C:4]2[C:9](=[CH:10][CH:11]=1)[N:8]=[CH:7][CH:6]=[N:5]2.C([O-])(=O)C.[K+].B1(B2OC(C)(C)C(C)(C)O2)OC(C)(C)C(C)(C)O1.[NH2:35][C:36]1[CH:41]=[C:40](Cl)[N:39]=[CH:38][N:37]=1.C([O-])([O-])=O.[Na+].[Na+]. Product: [N:8]1[C:9]2[C:4](=[CH:3][C:2]([C:40]3[N:39]=[CH:38][N:37]=[C:36]([NH2:35])[CH:41]=3)=[CH:11][CH:10]=2)[N:5]=[CH:6][CH:7]=1. The catalyst class is: 75.